Dataset: Forward reaction prediction with 1.9M reactions from USPTO patents (1976-2016). Task: Predict the product of the given reaction. (1) Given the reactants [NH2:1][C@H:2]([C:5]([OH:7])=[O:6])[CH2:3][OH:4].[C:8](O[C:8]([O:10][C:11]([CH3:14])([CH3:13])[CH3:12])=[O:9])([O:10][C:11]([CH3:14])([CH3:13])[CH3:12])=[O:9], predict the reaction product. The product is: [C:8]([NH:1][C@H:2]([C:5]([OH:7])=[O:6])[CH2:3][OH:4])([O:10][C:11]([CH3:14])([CH3:13])[CH3:12])=[O:9]. (2) Given the reactants [CH2:1]([O:8][CH2:9][C@@H:10]1[CH2:12][O:11]1)[C:2]1[CH:7]=[CH:6][CH:5]=[CH:4][CH:3]=1.[NH4+:13].[OH-], predict the reaction product. The product is: [NH2:13][CH2:12][C@H:10]([OH:11])[CH2:9][O:8][CH2:1][C:2]1[CH:7]=[CH:6][CH:5]=[CH:4][CH:3]=1.